Dataset: Forward reaction prediction with 1.9M reactions from USPTO patents (1976-2016). Task: Predict the product of the given reaction. (1) The product is: [O:2]=[C:1]1[C:10]2[CH:9]=[CH:8][CH:7]=[CH:6][C:5]=2[CH:4]([C:25]([O-:24])=[O:29])[O:3]1.[Li+:11]. Given the reactants [C:1]1([C:10]2[C:5](=[CH:6][CH:7]=[CH:8][CH:9]=2)[CH2:4][O:3]1)=[O:2].[Li+:11].C[Si]([N-][Si](C)(C)C)(C)C.C1[CH2:25][O:24]CC1.C1C[O:29]CC1, predict the reaction product. (2) Given the reactants [CH3:1][C:2]1([CH3:17])[C@H:4](/[CH:5]=[C:6](\[CH3:9])/[CH:7]=O)[C@H:3]1[C:10]([O:12][C:13]([CH3:16])([CH3:15])[CH3:14])=[O:11].Cl.[NH2:19][OH:20].N1C=CC=CC=1.O, predict the reaction product. The product is: [OH:20][N:19]=[CH:7]/[C:6](/[CH3:9])=[CH:5]/[C@@H:4]1[C@@H:3]([C:10]([O:12][C:13]([CH3:16])([CH3:15])[CH3:14])=[O:11])[C:2]1([CH3:17])[CH3:1]. (3) Given the reactants [C:1](=[NH:21])([O:3][CH2:4][CH2:5][C:6]1[CH:11]=[CH:10][C:9]([O:12][C:13]2[CH:18]=[CH:17][C:16]([CH3:19])=[C:15]([Cl:20])[CH:14]=2)=[CH:8][CH:7]=1)[NH2:2].[CH:22]([CH:24]([CH2:29][C:30]1[CH:31]=[N:32][C:33]([O:36][CH3:37])=[N:34][CH:35]=1)[C:25](OC)=O)=[O:23].C([O-])([O-])=O.[K+].[K+], predict the reaction product. The product is: [Cl:20][C:15]1[CH:14]=[C:13]([O:12][C:9]2[CH:8]=[CH:7][C:6]([CH2:5][CH2:4][O:3][C:1]3[NH:2][CH:25]=[C:24]([CH2:29][C:30]4[CH:31]=[N:32][C:33]([O:36][CH3:37])=[N:34][CH:35]=4)[C:22](=[O:23])[N:21]=3)=[CH:11][CH:10]=2)[CH:18]=[CH:17][C:16]=1[CH3:19].